Dataset: Full USPTO retrosynthesis dataset with 1.9M reactions from patents (1976-2016). Task: Predict the reactants needed to synthesize the given product. (1) Given the product [CH2:30]([O:29][C:11]1[CH:10]=[C:9]([CH:14]=[CH:13][C:12]=1[N:15]1[CH2:16][C:17](=[O:28])[N:18]([CH2:22][CH2:23][Si:24]([CH3:26])([CH3:27])[CH3:25])[S:19]1(=[O:21])=[O:20])[CH2:8][C@@H:3]1[CH2:4][CH2:5][CH2:6][CH2:7][C@H:2]1[NH:1][C:46](=[O:48])[CH3:47])[C:31]1[CH:32]=[CH:33][CH:34]=[CH:35][CH:36]=1, predict the reactants needed to synthesize it. The reactants are: [NH2:1][C@@H:2]1[CH2:7][CH2:6][CH2:5][CH2:4][C@H:3]1[CH2:8][C:9]1[CH:14]=[CH:13][C:12]([N:15]2[S:19](=[O:21])(=[O:20])[N:18]([CH2:22][CH2:23][Si:24]([CH3:27])([CH3:26])[CH3:25])[C:17](=[O:28])[CH2:16]2)=[C:11]([O:29][CH2:30][C:31]2[CH:36]=[CH:35][CH:34]=[CH:33][CH:32]=2)[CH:10]=1.C(N(C(C)C)CC)(C)C.[C:46](Cl)(=[O:48])[CH3:47].C(OCC)(=O)C. (2) Given the product [CH2:1]([O:8][CH:9]([C:11]1[NH:16][C:15](=[O:17])[C:14]2=[CH:18][N:19]=[C:20]([I:26])[N:13]2[N:12]=1)[CH3:10])[C:2]1[CH:3]=[CH:4][CH:5]=[CH:6][CH:7]=1, predict the reactants needed to synthesize it. The reactants are: [CH2:1]([O:8][CH:9]([C:11]1[NH:16][C:15](=[O:17])[C:14]2=[CH:18][N:19]=[CH:20][N:13]2[N:12]=1)[CH3:10])[C:2]1[CH:7]=[CH:6][CH:5]=[CH:4][CH:3]=1.[Li]CCCC.[I:26]I. (3) The reactants are: Br[C:2]1[CH:3]=[CH:4][C:5]([CH3:8])=[N:6][CH:7]=1.C([Li])CCC.CCCCCC.[B:20](OC(C)C)([O:25]C(C)C)[O:21]C(C)C. Given the product [CH3:8][C:5]1[CH:4]=[CH:3][C:2]([B:20]([OH:25])[OH:21])=[CH:7][N:6]=1, predict the reactants needed to synthesize it.